Dataset: Forward reaction prediction with 1.9M reactions from USPTO patents (1976-2016). Task: Predict the product of the given reaction. (1) Given the reactants [N:1]1[CH:6]=[CH:5][CH:4]=[C:3]([C:7](=[O:10])[CH2:8][CH3:9])[CH:2]=1.[BH4-].[Na+].O, predict the reaction product. The product is: [N:1]1[CH:6]=[CH:5][CH:4]=[C:3]([CH:7]([OH:10])[CH2:8][CH3:9])[CH:2]=1. (2) Given the reactants Cl[C:2]1[N:7]=[C:6]([Cl:8])[N:5]=[C:4]([Cl:9])[N:3]=1.C([O-])([O-])=O.[Na+].[Na+].[CH:16]1([NH2:22])[CH2:21][CH2:20][CH2:19][CH2:18][CH2:17]1, predict the reaction product. The product is: [CH:16]1([NH:22][C:2]2[N:7]=[C:6]([Cl:8])[N:5]=[C:4]([Cl:9])[N:3]=2)[CH2:21][CH2:20][CH2:19][CH2:18][CH2:17]1. (3) Given the reactants CC1C=CC(S(O[CH2:12][C@@H:13]2[O:18][C:17]3[CH:19]=[C:20]([S:24]([CH3:27])(=[O:26])=[O:25])[CH:21]=[C:22]([Cl:23])[C:16]=3[O:15][CH2:14]2)(=O)=O)=CC=1.[NH2:28][CH2:29][CH2:30][OH:31], predict the reaction product. The product is: [Cl:23][C:22]1[C:16]2[O:15][CH2:14][C@H:13]([CH2:12][NH:28][CH2:29][CH2:30][OH:31])[O:18][C:17]=2[CH:19]=[C:20]([S:24]([CH3:27])(=[O:25])=[O:26])[CH:21]=1. (4) Given the reactants [Cl:1][C:2]1[CH:3]=[CH:4][CH:5]=[C:6]2[C:11]=1[C:10](=[O:12])[N:9]([C:13]1[CH:18]=[CH:17][CH:16]=[CH:15][CH:14]=1)[C:8]([C@@H:19]([NH:21][C:22]1[C:27]([N+:28]([O-:30])=[O:29])=[CH:26][N:25]=[C:24](Cl)[N:23]=1)[CH3:20])=[CH:7]2.[OH-].[NH4+:33], predict the reaction product. The product is: [NH2:33][C:24]1[N:23]=[C:22]([NH:21][C@H:19]([C:8]2[N:9]([C:13]3[CH:14]=[CH:15][CH:16]=[CH:17][CH:18]=3)[C:10](=[O:12])[C:11]3[C:6]([CH:7]=2)=[CH:5][CH:4]=[CH:3][C:2]=3[Cl:1])[CH3:20])[C:27]([N+:28]([O-:30])=[O:29])=[CH:26][N:25]=1. (5) Given the reactants [NH2:1][C:2]1[C:3]([NH:17][CH3:18])=[C:4]([C:15]#[N:16])[C:5]([C:8]2[CH:13]=[CH:12][CH:11]=[CH:10][C:9]=2Cl)=[CH:6][CH:7]=1.[ClH:19].[CH3:20][C:21](O)=O, predict the reaction product. The product is: [Cl:19][C:9]1[CH:10]=[CH:11][CH:12]=[CH:13][C:8]=1[C:5]1[CH:6]=[CH:7][C:2]2[N:1]=[C:20]([CH3:21])[N:17]([CH3:18])[C:3]=2[C:4]=1[C:15]#[N:16].